Dataset: Full USPTO retrosynthesis dataset with 1.9M reactions from patents (1976-2016). Task: Predict the reactants needed to synthesize the given product. (1) Given the product [NH2:23][C:19]1[N:18]=[C:17]2[N:16]([CH3:24])[N:15]=[C:14]([C:4]3[CH:5]=[CH:6][C:7]([O:9][C:10]([F:11])([F:13])[F:12])=[CH:8][C:3]=3[OH:2])[C:22]2=[CH:21][N:20]=1, predict the reactants needed to synthesize it. The reactants are: C[O:2][C:3]1[CH:8]=[C:7]([O:9][C:10]([F:13])([F:12])[F:11])[CH:6]=[CH:5][C:4]=1[C:14]1[C:22]2[C:17](=[N:18][C:19]([NH2:23])=[N:20][CH:21]=2)[N:16]([CH3:24])[N:15]=1.B(Br)(Br)Br.C(Cl)Cl. (2) Given the product [CH3:29][NH:28][C@@H:15]([C:16]1[CH:21]=[CH:20][CH:19]=[C:18]([C:22]2[S:23][CH:24]=[C:25]([CH3:27])[N:26]=2)[CH:17]=1)[CH2:14][N:11]1[CH2:12][CH2:13][C@H:9]([OH:8])[CH2:10]1, predict the reactants needed to synthesize it. The reactants are: [Si]([O:8][C@H:9]1[CH2:13][CH2:12][N:11]([CH2:14][C@@H:15]([N:28](C)[C:29](=O)OCC2C=CC=CC=2)[C:16]2[CH:21]=[CH:20][CH:19]=[C:18]([C:22]3[S:23][CH:24]=[C:25]([CH3:27])[N:26]=3)[CH:17]=2)[CH2:10]1)(C(C)(C)C)(C)C. (3) Given the product [F:1][C:2]1[CH:3]=[C:4]([CH2:9][C@H:10]([C:11](=[O:12])[N:13]2[C@H:17]([CH2:18][C:19]3[CH:20]=[CH:21][CH:22]=[CH:23][CH:24]=3)[CH2:16][O:15][C:14]2=[O:25])[CH2:37][NH:38][C:39](=[O:48])[O:40][CH2:41][C:42]2[CH:47]=[CH:46][CH:45]=[CH:44][CH:43]=2)[CH:5]=[CH:6][C:7]=1[F:8], predict the reactants needed to synthesize it. The reactants are: [F:1][C:2]1[CH:3]=[C:4]([CH2:9][CH2:10][C:11]([N:13]2[C@H:17]([CH2:18][C:19]3[CH:24]=[CH:23][CH:22]=[CH:21][CH:20]=3)[CH2:16][O:15][C:14]2=[O:25])=[O:12])[CH:5]=[CH:6][C:7]=1[F:8].CCN(C(C)C)C(C)C.CO[CH2:37][NH:38][C:39](=[O:48])[O:40][CH2:41][C:42]1[CH:47]=[CH:46][CH:45]=[CH:44][CH:43]=1. (4) The reactants are: [O:1]1[CH2:6][CH2:5][N:4]([CH2:7][C:8]2[CH:9]=[C:10]([CH:14]=[CH:15][CH:16]=2)[C:11]([OH:13])=O)[CH2:3][CH2:2]1.[NH2:17][CH2:18][CH:19]([OH:31])[CH2:20][N:21]1[CH2:30][CH2:29][C:28]2[C:23](=[CH:24][CH:25]=[CH:26][CH:27]=2)[CH2:22]1.C1N(P(Cl)(N2C(=O)OCC2)=O)C(=O)OC1. Given the product [CH2:22]1[C:23]2[C:28](=[CH:27][CH:26]=[CH:25][CH:24]=2)[CH2:29][CH2:30][N:21]1[CH2:20][CH:19]([OH:31])[CH2:18][NH:17][C:11](=[O:13])[C:10]1[CH:14]=[CH:15][CH:16]=[C:8]([CH2:7][N:4]2[CH2:3][CH2:2][O:1][CH2:6][CH2:5]2)[CH:9]=1, predict the reactants needed to synthesize it. (5) Given the product [CH3:1][C:2]1([CH3:32])[O:6][N:5]=[C:4]([C:7]2[CH:8]=[CH:9][C:10]([CH3:30])=[C:11]([C:13]3[N:14]=[CH:15][C:16]([NH:19][C:20](=[O:29])[C:21]4[C:26]([F:27])=[CH:25][CH:24]=[CH:23][C:22]=4[F:28])=[N:17][CH:18]=3)[CH:12]=2)[CH:3]1[OH:31], predict the reactants needed to synthesize it. The reactants are: [CH3:1][C:2]1([CH3:32])[O:6][N:5]=[C:4]([C:7]2[CH:8]=[CH:9][C:10]([CH3:30])=[C:11]([C:13]3[N:14]=[CH:15][C:16]([NH:19][C:20](=[O:29])[C:21]4[C:26]([F:27])=[CH:25][CH:24]=[CH:23][C:22]=4[F:28])=[N:17][CH:18]=3)[CH:12]=2)[C:3]1=[O:31].[BH4-].[Na+].